Dataset: Full USPTO retrosynthesis dataset with 1.9M reactions from patents (1976-2016). Task: Predict the reactants needed to synthesize the given product. (1) Given the product [CH3:11][C:8]([C:4]1[CH:5]=[CH:6][CH:7]=[C:2]([B:13]2[O:17][C:16]([CH3:19])([CH3:18])[C:15]([CH3:21])([CH3:20])[O:14]2)[CH:3]=1)([CH3:12])[C:9]#[N:10], predict the reactants needed to synthesize it. The reactants are: Br[C:2]1[CH:3]=[C:4]([C:8]([CH3:12])([CH3:11])[C:9]#[N:10])[CH:5]=[CH:6][CH:7]=1.[B:13]1([B:13]2[O:17][C:16]([CH3:19])([CH3:18])[C:15]([CH3:21])([CH3:20])[O:14]2)[O:17][C:16]([CH3:19])([CH3:18])[C:15]([CH3:21])([CH3:20])[O:14]1.C([O-])(=O)C.[K+]. (2) Given the product [NH2:1][C:2]1[C:10]2[CH2:9][CH2:8][N:7]([C:11]3[CH:16]=[CH:15][C:14]([CH3:17])=[CH:13][CH:12]=3)[C:6](=[O:18])[C:5]=2[N:4]([C:19](=[O:22])[CH2:27][CH2:28][N:30]2[CH2:31][CH2:32][N:33]([C:36]3[CH:41]=[CH:40][C:39]([O:42][CH3:43])=[CH:38][CH:37]=3)[CH2:34][CH2:35]2)[N:3]=1, predict the reactants needed to synthesize it. The reactants are: [NH2:1][C:2]1[C:10]2[CH2:9][CH2:8][N:7]([C:11]3[CH:16]=[CH:15][C:14]([CH3:17])=[CH:13][CH:12]=3)[C:6](=[O:18])[C:5]=2[NH:4][N:3]=1.[C:19](=[O:22])([O-])[O-].[K+].[K+].ClC[CH2:27][C:28]([N:30]1[CH2:35][CH2:34][N:33]([C:36]2[CH:41]=[CH:40][C:39]([O:42][CH3:43])=[CH:38][CH:37]=2)[CH2:32][CH2:31]1)=O. (3) Given the product [C:1]([N:4]1[CH2:9][CH2:8][CH:7]([C:10]([NH:14][NH2:15])=[O:12])[CH2:6][CH2:5]1)(=[O:3])[CH3:2], predict the reactants needed to synthesize it. The reactants are: [C:1]([N:4]1[CH2:9][CH2:8][CH:7]([C:10]([O:12]C)=O)[CH2:6][CH2:5]1)(=[O:3])[CH3:2].[NH2:14][NH2:15]. (4) Given the product [C:7]([O:11][C:12]([N:14]1[CH2:19][CH2:18][C:17]2[N:20]([CH3:1])[C:21]([C:24]3[CH:29]=[CH:28][N:27]=[C:26]([NH2:30])[N:25]=3)=[C:22]([I:23])[C:16]=2[C:15]1=[O:31])=[O:13])([CH3:10])([CH3:8])[CH3:9], predict the reactants needed to synthesize it. The reactants are: [C:1](=O)([O-])[O-].[Cs+].[Cs+].[C:7]([O:11][C:12]([N:14]1[CH2:19][CH2:18][C:17]2[NH:20][C:21]([C:24]3[CH:29]=[CH:28][N:27]=[C:26]([NH2:30])[N:25]=3)=[C:22]([I:23])[C:16]=2[C:15]1=[O:31])=[O:13])([CH3:10])([CH3:9])[CH3:8].CI.O. (5) Given the product [Cl:1][C:2]1[CH:7]=[C:6]([Cl:8])[C:5]([CH3:9])=[CH:4][C:3]=1[CH2:10][C:12]#[N:13], predict the reactants needed to synthesize it. The reactants are: [Cl:1][C:2]1[CH:7]=[C:6]([Cl:8])[C:5]([CH3:9])=[CH:4][C:3]=1[CH2:10]Cl.[C-:12]#[N:13].[K+].COC(C)(C)C. (6) Given the product [NH2:25][CH2:24][CH2:23][N:16]([C@H:13]1[CH2:14][CH2:15][C@H:10]([CH2:9][NH:8][C:6](=[O:7])[C:5]2[CH:4]=[C:3]([C:2]([F:41])([F:1])[F:40])[CH:35]=[C:34]([C:36]([F:37])([F:38])[F:39])[CH:33]=2)[CH2:11][CH2:12]1)[C:17](=[O:22])[C:18]([F:21])([F:20])[F:19], predict the reactants needed to synthesize it. The reactants are: [F:1][C:2]([F:41])([F:40])[C:3]1[CH:4]=[C:5]([CH:33]=[C:34]([C:36]([F:39])([F:38])[F:37])[CH:35]=1)[C:6]([NH:8][CH2:9][C@H:10]1[CH2:15][CH2:14][C@H:13]([N:16]([CH2:23][CH2:24][NH:25]C(=O)OC(C)(C)C)[C:17](=[O:22])[C:18]([F:21])([F:20])[F:19])[CH2:12][CH2:11]1)=[O:7].FC(F)(F)C(O)=O.